Dataset: NCI-60 drug combinations with 297,098 pairs across 59 cell lines. Task: Regression. Given two drug SMILES strings and cell line genomic features, predict the synergy score measuring deviation from expected non-interaction effect. (1) Drug 1: C1=CC(=C2C(=C1NCCNCCO)C(=O)C3=C(C=CC(=C3C2=O)O)O)NCCNCCO. Synergy scores: CSS=46.4, Synergy_ZIP=-1.02, Synergy_Bliss=-0.0291, Synergy_Loewe=1.22, Synergy_HSA=3.96. Cell line: NCI-H522. Drug 2: CC(CN1CC(=O)NC(=O)C1)N2CC(=O)NC(=O)C2. (2) Drug 2: CC(C)(C#N)C1=CC(=CC(=C1)CN2C=NC=N2)C(C)(C)C#N. Synergy scores: CSS=33.1, Synergy_ZIP=-0.974, Synergy_Bliss=-1.91, Synergy_Loewe=-1.46, Synergy_HSA=-1.26. Cell line: NCI-H460. Drug 1: CC(CN1CC(=O)NC(=O)C1)N2CC(=O)NC(=O)C2. (3) Cell line: LOX IMVI. Drug 2: CC(C1=C(C=CC(=C1Cl)F)Cl)OC2=C(N=CC(=C2)C3=CN(N=C3)C4CCNCC4)N. Synergy scores: CSS=29.7, Synergy_ZIP=1.04, Synergy_Bliss=1.96, Synergy_Loewe=4.54, Synergy_HSA=4.89. Drug 1: CC(CN1CC(=O)NC(=O)C1)N2CC(=O)NC(=O)C2. (4) Cell line: HL-60(TB). Drug 1: CC1=C2C(C(=O)C3(C(CC4C(C3C(C(C2(C)C)(CC1OC(=O)C(C(C5=CC=CC=C5)NC(=O)OC(C)(C)C)O)O)OC(=O)C6=CC=CC=C6)(CO4)OC(=O)C)O)C)O. Drug 2: CC1=C(C(=CC=C1)Cl)NC(=O)C2=CN=C(S2)NC3=CC(=NC(=N3)C)N4CCN(CC4)CCO. Synergy scores: CSS=0.674, Synergy_ZIP=-0.294, Synergy_Bliss=0.341, Synergy_Loewe=-1.44, Synergy_HSA=-0.854. (5) Drug 1: C1CCC(C1)C(CC#N)N2C=C(C=N2)C3=C4C=CNC4=NC=N3. Drug 2: CS(=O)(=O)C1=CC(=C(C=C1)C(=O)NC2=CC(=C(C=C2)Cl)C3=CC=CC=N3)Cl. Cell line: HOP-62. Synergy scores: CSS=-1.31, Synergy_ZIP=-0.672, Synergy_Bliss=-1.03, Synergy_Loewe=-3.84, Synergy_HSA=-4.00. (6) Drug 1: C1=NC2=C(N=C(N=C2N1C3C(C(C(O3)CO)O)F)Cl)N. Drug 2: CS(=O)(=O)OCCCCOS(=O)(=O)C. Cell line: SW-620. Synergy scores: CSS=8.31, Synergy_ZIP=-2.67, Synergy_Bliss=-2.29, Synergy_Loewe=-0.0761, Synergy_HSA=-1.91. (7) Drug 1: C1=CC(=CC=C1CC(C(=O)O)N)N(CCCl)CCCl.Cl. Drug 2: C1=CC(=CC=C1C#N)C(C2=CC=C(C=C2)C#N)N3C=NC=N3. Cell line: OVCAR-8. Synergy scores: CSS=16.6, Synergy_ZIP=-3.82, Synergy_Bliss=-0.879, Synergy_Loewe=-5.04, Synergy_HSA=-3.44. (8) Drug 1: CC1OCC2C(O1)C(C(C(O2)OC3C4COC(=O)C4C(C5=CC6=C(C=C35)OCO6)C7=CC(=C(C(=C7)OC)O)OC)O)O. Drug 2: CC1=C(C(=O)C2=C(C1=O)N3CC4C(C3(C2COC(=O)N)OC)N4)N. Cell line: MDA-MB-231. Synergy scores: CSS=26.7, Synergy_ZIP=-7.32, Synergy_Bliss=1.31, Synergy_Loewe=2.56, Synergy_HSA=4.20. (9) Drug 1: CC(CN1CC(=O)NC(=O)C1)N2CC(=O)NC(=O)C2. Drug 2: CC1=C2C(C(=O)C3(C(CC4C(C3C(C(C2(C)C)(CC1OC(=O)C(C(C5=CC=CC=C5)NC(=O)OC(C)(C)C)O)O)OC(=O)C6=CC=CC=C6)(CO4)OC(=O)C)O)C)O. Cell line: SNB-75. Synergy scores: CSS=9.02, Synergy_ZIP=-5.56, Synergy_Bliss=-2.25, Synergy_Loewe=-16.4, Synergy_HSA=-3.13. (10) Drug 1: CS(=O)(=O)C1=CC(=C(C=C1)C(=O)NC2=CC(=C(C=C2)Cl)C3=CC=CC=N3)Cl. Drug 2: CCC(=C(C1=CC=CC=C1)C2=CC=C(C=C2)OCCN(C)C)C3=CC=CC=C3.C(C(=O)O)C(CC(=O)O)(C(=O)O)O. Cell line: NCIH23. Synergy scores: CSS=7.60, Synergy_ZIP=1.03, Synergy_Bliss=3.69, Synergy_Loewe=1.87, Synergy_HSA=2.33.